This data is from Orexin1 receptor HTS with 218,158 compounds and 233 confirmed actives. The task is: Binary Classification. Given a drug SMILES string, predict its activity (active/inactive) in a high-throughput screening assay against a specified biological target. (1) The compound is O(c1ncnc2n(CC(=O)NCc3[nH]c4c(n3)cccc4)cnc12)Cc1ccccc1. The result is 0 (inactive). (2) The compound is Clc1cc(NC(=S)N(CCCN2CCOCC2)Cc2ncccc2)c(cc1)C. The result is 0 (inactive). (3) The compound is Clc1ccc(OCc2oc(SCC(=O)N3CCCCC3)nn2)cc1. The result is 0 (inactive). (4) The drug is s1c(NC(=O)C2C3CC(C2C(O)=O)C=C3)ncc1. The result is 0 (inactive). (5) The compound is S(c1c([nH]nc1C)C)CC(=O)Nc1ccc(OC)cc1. The result is 0 (inactive). (6) The molecule is s1c(NC(=O)Nc2cc([N+]([O-])=O)ccc2)ccc1. The result is 0 (inactive).